From a dataset of NCI-60 drug combinations with 297,098 pairs across 59 cell lines. Regression. Given two drug SMILES strings and cell line genomic features, predict the synergy score measuring deviation from expected non-interaction effect. (1) Drug 1: CC(CN1CC(=O)NC(=O)C1)N2CC(=O)NC(=O)C2. Drug 2: COCCOC1=C(C=C2C(=C1)C(=NC=N2)NC3=CC=CC(=C3)C#C)OCCOC.Cl. Cell line: SF-539. Synergy scores: CSS=15.5, Synergy_ZIP=-4.67, Synergy_Bliss=-1.06, Synergy_Loewe=-0.362, Synergy_HSA=-0.388. (2) Drug 1: CC1C(C(CC(O1)OC2CC(OC(C2O)C)OC3=CC4=CC5=C(C(=O)C(C(C5)C(C(=O)C(C(C)O)O)OC)OC6CC(C(C(O6)C)O)OC7CC(C(C(O7)C)O)OC8CC(C(C(O8)C)O)(C)O)C(=C4C(=C3C)O)O)O)O. Drug 2: C(CN)CNCCSP(=O)(O)O. Cell line: SK-MEL-28. Synergy scores: CSS=66.1, Synergy_ZIP=-2.47, Synergy_Bliss=-4.40, Synergy_Loewe=-55.7, Synergy_HSA=-3.03. (3) Drug 2: CN(CCCl)CCCl.Cl. Cell line: HCT-15. Drug 1: C1=NC2=C(N=C(N=C2N1C3C(C(C(O3)CO)O)O)F)N. Synergy scores: CSS=38.5, Synergy_ZIP=-0.112, Synergy_Bliss=0.180, Synergy_Loewe=-0.990, Synergy_HSA=0.689. (4) Drug 1: C1=NC2=C(N1)C(=S)N=C(N2)N. Drug 2: C1=CN(C(=O)N=C1N)C2C(C(C(O2)CO)O)O.Cl. Cell line: NCI-H522. Synergy scores: CSS=37.6, Synergy_ZIP=-11.5, Synergy_Bliss=-6.97, Synergy_Loewe=-17.7, Synergy_HSA=-1.72. (5) Drug 1: CCC1=CC2CC(C3=C(CN(C2)C1)C4=CC=CC=C4N3)(C5=C(C=C6C(=C5)C78CCN9C7C(C=CC9)(C(C(C8N6C)(C(=O)OC)O)OC(=O)C)CC)OC)C(=O)OC.C(C(C(=O)O)O)(C(=O)O)O. Drug 2: CC1=C(C=C(C=C1)NC(=O)C2=CC=C(C=C2)CN3CCN(CC3)C)NC4=NC=CC(=N4)C5=CN=CC=C5. Cell line: SK-OV-3. Synergy scores: CSS=48.0, Synergy_ZIP=4.22, Synergy_Bliss=6.02, Synergy_Loewe=-32.6, Synergy_HSA=3.53. (6) Drug 1: C1CCC(C1)C(CC#N)N2C=C(C=N2)C3=C4C=CNC4=NC=N3. Drug 2: CN(CC1=CN=C2C(=N1)C(=NC(=N2)N)N)C3=CC=C(C=C3)C(=O)NC(CCC(=O)O)C(=O)O. Cell line: COLO 205. Synergy scores: CSS=20.8, Synergy_ZIP=6.41, Synergy_Bliss=4.45, Synergy_Loewe=-35.9, Synergy_HSA=-2.55.